Task: Predict the product of the given reaction.. Dataset: Forward reaction prediction with 1.9M reactions from USPTO patents (1976-2016) Given the reactants [NH2:1][CH2:2][C:3]1[CH:8]=[CH:7][C:6]([NH:9][C:10]2[CH:15]=[CH:14][CH:13]=[CH:12][CH:11]=2)=[CH:5][CH:4]=1.[NH2:16][C:17]1[N:25]=[C:24]([Cl:26])[CH:23]=[CH:22][C:18]=1[C:19](O)=[O:20].F[P-](F)(F)(F)(F)F.N1(O[P+](N(C)C)(N(C)C)N(C)C)C2C=CC=CC=2N=N1.C(N(CC)CC)C, predict the reaction product. The product is: [NH2:16][C:17]1[N:25]=[C:24]([Cl:26])[CH:23]=[CH:22][C:18]=1[C:19]([NH:1][CH2:2][C:3]1[CH:8]=[CH:7][C:6]([NH:9][C:10]2[CH:11]=[CH:12][CH:13]=[CH:14][CH:15]=2)=[CH:5][CH:4]=1)=[O:20].